From a dataset of Peptide-MHC class I binding affinity with 185,985 pairs from IEDB/IMGT. Regression. Given a peptide amino acid sequence and an MHC pseudo amino acid sequence, predict their binding affinity value. This is MHC class I binding data. (1) The peptide sequence is AFHHMAREK. The MHC is HLA-B15:01 with pseudo-sequence HLA-B15:01. The binding affinity (normalized) is 0. (2) The peptide sequence is AEHDPWWAV. The MHC is HLA-A01:01 with pseudo-sequence HLA-A01:01. The binding affinity (normalized) is 0.0847. (3) The peptide sequence is SLVWAPLILAYF. The MHC is HLA-B57:01 with pseudo-sequence HLA-B57:01. The binding affinity (normalized) is 0.146. (4) The peptide sequence is DLAAGVDVV. The MHC is HLA-B40:01 with pseudo-sequence HLA-B40:01. The binding affinity (normalized) is 0.0847.